Dataset: Catalyst prediction with 721,799 reactions and 888 catalyst types from USPTO. Task: Predict which catalyst facilitates the given reaction. (1) Reactant: [H-].[Al+3].[Li+].[H-].[H-].[H-].[CH2:7]([N:14]1[C:18]([CH3:20])([CH3:19])[CH2:17][CH:16]([C:21](OC)=[O:22])[C:15]1=O)[C:8]1[CH:13]=[CH:12][CH:11]=[CH:10][CH:9]=1. Product: [CH2:7]([N:14]1[C:18]([CH3:19])([CH3:20])[CH2:17][CH:16]([CH2:21][OH:22])[CH2:15]1)[C:8]1[CH:13]=[CH:12][CH:11]=[CH:10][CH:9]=1. The catalyst class is: 1. (2) Reactant: [C:1](/[C:3](/[C:27]1[CH:32]=[CH:31][C:30]([O:33][CH3:34])=[C:29]([O:35][CH3:36])[CH:28]=1)=[CH:4]\[C:5]1[S:9][C:8]([N:10]2[CH2:15][CH2:14][CH:13]([O:16][C:17](=[O:26])[CH2:18][N:19]3[CH2:24][CH2:23]C(O)[CH2:21][CH2:20]3)[CH2:12][CH2:11]2)=[CH:7][CH:6]=1)#[N:2].[CH3:37][N:38]1CCNCC1. Product: [C:1](/[C:3](/[C:27]1[CH:32]=[CH:31][C:30]([O:33][CH3:34])=[C:29]([O:35][CH3:36])[CH:28]=1)=[CH:4]\[C:5]1[S:9][C:8]([N:10]2[CH2:11][CH2:12][CH:13]([O:16][C:17](=[O:26])[CH2:18][N:19]3[CH2:20][CH2:21][N:38]([CH3:37])[CH2:23][CH2:24]3)[CH2:14][CH2:15]2)=[CH:7][CH:6]=1)#[N:2]. The catalyst class is: 66. (3) Product: [NH2:1][C:2]1[CH:7]=[C:6]([NH2:8])[N:5]=[C:4]([S:9][CH2:11][C:12]#[N:13])[N:3]=1. The catalyst class is: 8. Reactant: [NH2:1][C:2]1[CH:7]=[C:6]([NH2:8])[N:5]=[C:4]([SH:9])[N:3]=1.Br[CH2:11][C:12]#[N:13]. (4) Reactant: [CH:1]1([C:7]([O:9][CH2:10][CH3:11])=[O:8])[CH2:6][CH2:5][CH:4]=[CH:3][CH2:2]1.ClC1C=CC=C(C(OO)=[O:20])C=1.C([O-])([O-])=O.[Na+].[Na+]. Product: [CH:3]12[O:20][CH:4]1[CH2:5][CH2:6][CH:1]([C:7]([O:9][CH2:10][CH3:11])=[O:8])[CH2:2]2. The catalyst class is: 2. (5) Reactant: [N:1]1[C:9]2[C:4](=[N:5][CH:6]=[CH:7][CH:8]=2)[O:3][C:2]=1[N:10]1[CH2:14][CH2:13][CH:12]([CH:15]([N:19]2[CH:23]=[C:22]([C:24]3[C:25]4[CH:32]=[CH:31][N:30](COCC[Si](C)(C)C)[C:26]=4[N:27]=[CH:28][N:29]=3)[CH:21]=[N:20]2)[CH2:16][C:17]#[N:18])[CH2:11]1.C(O)(C(F)(F)F)=O. Product: [N:1]1[C:9]2[C:4](=[N:5][CH:6]=[CH:7][CH:8]=2)[O:3][C:2]=1[N:10]1[CH2:14][CH2:13][CH:12]([CH:15]([N:19]2[CH:23]=[C:22]([C:24]3[C:25]4[CH:32]=[CH:31][NH:30][C:26]=4[N:27]=[CH:28][N:29]=3)[CH:21]=[N:20]2)[CH2:16][C:17]#[N:18])[CH2:11]1. The catalyst class is: 2. (6) Reactant: [CH2:1]1[C:6]2[C:7]3[CH:13]=[CH:12][C:11]([N:14]4[CH:19]=[CH:18][C:17]([C:20]5[N:21]=[N:22][C:23]([C:26]([F:29])([F:28])[F:27])=[CH:24][CH:25]=5)=[CH:16][C:15]4=[O:30])=[CH:10][C:8]=3[O:9][C:5]=2[CH2:4][CH2:3][NH:2]1.[ClH:31].CCOCC. Product: [ClH:31].[CH2:1]1[C:6]2[C:7]3[CH:13]=[CH:12][C:11]([N:14]4[CH:19]=[CH:18][C:17]([C:20]5[N:21]=[N:22][C:23]([C:26]([F:27])([F:29])[F:28])=[CH:24][CH:25]=5)=[CH:16][C:15]4=[O:30])=[CH:10][C:8]=3[O:9][C:5]=2[CH2:4][CH2:3][NH:2]1. The catalyst class is: 5.